From a dataset of Forward reaction prediction with 1.9M reactions from USPTO patents (1976-2016). Predict the product of the given reaction. (1) Given the reactants [Cl:1][C:2]1[CH:3]=[C:4]([OH:10])[CH:5]=[N:6][C:7]=1[O:8][CH3:9].[F:11][C:12]1[CH:24]=[C:23](F)[C:22]([F:26])=[CH:21][C:13]=1[C:14]([O:16][C:17]([CH3:20])([CH3:19])[CH3:18])=[O:15].C(=O)([O-])[O-].[K+].[K+], predict the reaction product. The product is: [Cl:1][C:2]1[CH:3]=[C:4]([O:10][C:23]2[C:22]([F:26])=[CH:21][C:13]([C:14]([O:16][C:17]([CH3:18])([CH3:19])[CH3:20])=[O:15])=[C:12]([F:11])[CH:24]=2)[CH:5]=[N:6][C:7]=1[O:8][CH3:9]. (2) Given the reactants O.[S:2]([O-:6])([O-:5])(=[O:4])=[O:3].[Zn+:7].[NH4+].N, predict the reaction product. The product is: [S:2]([O-:6])([O-:5])(=[O:4])=[O:3].[Zn+2:7].[S:2](=[O:4])(=[O:3])([OH:6])[OH:5]. (3) The product is: [Br:1][C:2]1[C:3]([CH3:9])=[N:4][C:5]([N:11]2[CH2:16][CH2:15][CH2:14][C@@H:13]([OH:17])[CH2:12]2)=[N:6][CH:7]=1. Given the reactants [Br:1][C:2]1[C:3]([CH3:9])=[N:4][C:5](Cl)=[N:6][CH:7]=1.Cl.[NH:11]1[CH2:16][CH2:15][CH2:14][C@@H:13]([OH:17])[CH2:12]1.CCN(CC)CC, predict the reaction product.